This data is from Forward reaction prediction with 1.9M reactions from USPTO patents (1976-2016). The task is: Predict the product of the given reaction. (1) Given the reactants Cl.[NH:2]1[C:6]([C:7](=[O:9])[CH3:8])=[CH:5][CH:4]=[N:3]1.[CH3:10][C:11]1[CH:16]=[CH:15][C:14]([S:17](Cl)(=[O:19])=[O:18])=[CH:13][CH:12]=1, predict the reaction product. The product is: [CH3:10][C:11]1[CH:16]=[CH:15][C:14]([S:17]([N:3]2[CH:4]=[CH:5][C:6]([C:7](=[O:9])[CH3:8])=[N:2]2)(=[O:19])=[O:18])=[CH:13][CH:12]=1. (2) The product is: [C:23]([C:18]1[CH:17]=[C:16]([CH:21]=[CH:20][C:19]=1[OH:22])[C:15]([NH:14][CH2:13][C:12]([NH:11][C@H:5]1[CH2:4][CH2:3][C@@H:2]([N:1]([CH:49]([CH3:51])[CH3:48])[CH3:34])[CH2:7][C@H:6]1[C:8]([OH:10])=[O:9])=[O:28])=[O:27])([CH3:24])([CH3:25])[CH3:26]. Given the reactants [NH2:1][C@H:2]1[CH2:7][C@@H:6]([C:8]([OH:10])=[O:9])[C@@H:5]([NH:11][C:12](=[O:28])[CH2:13][NH:14][C:15](=[O:27])[C:16]2[CH:21]=[CH:20][C:19]([OH:22])=[C:18]([C:23]([CH3:26])([CH3:25])[CH3:24])[CH:17]=2)[CH2:4][CH2:3]1.C(Cl)Cl.[BH-](OC(C)=O)(OC(C)=O)O[C:34](C)=O.[Na+].C=O.[CH3:48][C:49]([CH3:51])=O, predict the reaction product.